Dataset: Experimentally validated miRNA-target interactions with 360,000+ pairs, plus equal number of negative samples. Task: Binary Classification. Given a miRNA mature sequence and a target amino acid sequence, predict their likelihood of interaction. (1) The miRNA is hsa-miR-6728-3p with sequence UCUCUGCUCUGCUCUCCCCAG. The protein sequence of the target gene is MTRCPAGQAEVEMAELYVKPGNKERGWNDPPQFSYGLQTQAGGPRRSLLTKRVAAPQDGSPRVPASETSPGPPPMGPPPPSSKAPRSPPVGSGPASGVEPTSFPVESEAVMEDVLRPLEQALEDCRGHTRKQVCDDISRRLALLQEQWAGGKLSIPVKKRMALLVQELSSHRWDAADDIHRSLMVDHVTEVSQWMVGVKRLIAEKRSLFSEEAANEEKSAATAEKNHTIPGFQQAS. Result: 0 (no interaction). (2) The miRNA is hsa-miR-1908-3p with sequence CCGGCCGCCGGCUCCGCCCCG. The protein sequence of the target gene is MDKGRERMAAAAAAAAAAAAAAQCRSPRCAAERRGFRRELDSWRHRLMHCVGFESILEGLYGPRLRRDLSLFEDCEPEELTDWSMDEKCSFCNLQREAVSDCIPSLDSSQSTPTEELSSQGQSNTDKIECQAENYLNALFRKKDLPQNCDPNIPLVAQELMKKMIRQFAIEYISKSGKTQENRNGSIGPSIVCKSIQMNQAENSLQEEQEGPLDLTVNRMQEQNTQQGDGVLDLSTKKTSIKSEESSICDPSSENSVAGRLHRNREDYVERSAEFADGLLSKALKDIQSGALDINKAGIL.... Result: 0 (no interaction). (3) The miRNA is hsa-miR-3144-3p with sequence AUAUACCUGUUCGGUCUCUUUA. The protein sequence of the target gene is MGTRDDVPEAKVLVPVAVYCGSIPRTSAGPRVLPPGSINSSLPHGEGSLQPEPRALLNNEEPSQLLRGLGQLGGLKLDTPSKGWQARNGHPRNLRALSLGDQPLVLLPSPESEANSVARDTIQIKDKLKKRRLSEGLAASSRASLDPGGGPQGVPLHSTIPRATSQRLLRVPRPMPLIQSIPTTPEASGVKEKGLDLPGSIPGPHELRPGAQEAQISWQYLHCNDEKMQKSLGAIVIPPIPKARTVAATPSRVPGSLPSPLPPGQGVLTGLRAPRTRLARGSGPREKTPASLEPKPLASP.... Result: 1 (interaction). (4) The miRNA is hsa-miR-3157-3p with sequence CUGCCCUAGUCUAGCUGAAGCU. The protein sequence of the target gene is MAETREEETVSAEASGFSDLSDSEFLEFLDLEDAQESKALVNMPGPSSESLGKDDKPISLQNWKRGLDILSPMERFHLKYLYVTDLATQNWCELQTAYGKELPGFLAPEKAAVLDTGASIHLARELELHDLVTVPVTTKEDAWAIKFLNILLLIPTLQSEGHIREFPVFGEGEGVLLVGVIDELHYTAKGELELAELKTRRRPMLPLEAQKKKDCFQVSLYKYIFDAMVQGKVTPASLIHHTKLCLEKPLGPSVLRHAQQGGFSVKSLGDLMELVFLSLTLSDLPVIDILKIEYIHQETA.... Result: 0 (no interaction). (5) The miRNA is hsa-miR-8081 with sequence CUUGAGUCGUGCCUUUCUGAAUG. The protein sequence of the target gene is MKSSQTFEEQTECIVNTLLMDFLSPTLQVASRNLCCVDEVDSGEPCSFDVAIIAGRLRMLGDQFNGELEASAKNVIAETIKGQTGAILQDTVESLSKTWCAQDSSLAYERAFLAVSVKLLEYMAHIAPEVVGQVAIPMTGMINGNQAIREFIQGQGGWENLES. Result: 1 (interaction).